The task is: Predict the product of the given reaction.. This data is from Forward reaction prediction with 1.9M reactions from USPTO patents (1976-2016). (1) The product is: [Br:7][C:8]1[CH:17]=[C:16]2[C:11]([N:12]=[CH:13][C:14]([O:5][CH2:4][CH2:3][OH:6])=[N:15]2)=[CH:10][CH:9]=1. Given the reactants [H-].[Na+].[CH2:3]([OH:6])[CH2:4][OH:5].[Br:7][C:8]1[CH:17]=[C:16]2[C:11]([N:12]=[CH:13][C:14](Cl)=[N:15]2)=[CH:10][CH:9]=1, predict the reaction product. (2) Given the reactants [N:1]1([C:8]([O:10][CH2:11][C:12]2[CH:17]=[CH:16][CH:15]=[CH:14][CH:13]=2)=[O:9])[CH2:3][CH:2]1[C:4]([O:6][CH3:7])=[O:5].[Cl:18][CH2:19][C@H:20]([OH:22])[CH3:21].B(F)(F)F.CCOCC, predict the reaction product. The product is: [CH2:11]([O:10][C:8]([NH:1][C@H:2]([CH2:3][O:22][CH:20]([CH3:21])[CH2:19][Cl:18])[C:4]([O:6][CH3:7])=[O:5])=[O:9])[C:12]1[CH:13]=[CH:14][CH:15]=[CH:16][CH:17]=1. (3) Given the reactants [CH3:1][O:2][C:3]1[CH:12]=[C:11]2[C:6]([CH2:7][CH2:8][C@@H:9]([N:13]([CH:17]3[CH2:22][CH2:21][NH:20][CH2:19][CH2:18]3)[CH2:14][CH2:15][CH3:16])[CH2:10]2)=[CH:5][CH:4]=1.C(OC([N:30]1[CH2:35][CH2:34][CH:33]([C:36](O)=[O:37])[CH2:32][CH2:31]1)=O)(C)(C)C.CCN=C=NCCCN(C)C.C1C=CC2N(O)N=NC=2C=1.C(N(CC)CC)C, predict the reaction product. The product is: [CH3:1][O:2][C:3]1[CH:12]=[C:11]2[C:6]([CH2:7][CH2:8][C@@H:9]([N:13]([CH2:14][CH2:15][CH3:16])[CH:17]3[CH2:18][CH2:19][N:20]([C:36]([CH:33]4[CH2:34][CH2:35][NH:30][CH2:31][CH2:32]4)=[O:37])[CH2:21][CH2:22]3)[CH2:10]2)=[CH:5][CH:4]=1.